From a dataset of Full USPTO retrosynthesis dataset with 1.9M reactions from patents (1976-2016). Predict the reactants needed to synthesize the given product. (1) The reactants are: [Li+].[Cl-].[I:3][C:4]1[N:5]=[C:6]([C@@H:10]2[CH2:14][C@H:13]([CH3:15])[CH2:12][N:11]2[C:16]([O:18][C:19]([CH3:22])([CH3:21])[CH3:20])=[O:17])[NH:7][C:8]=1I.C[Mg]Cl.C([Mg]Cl)(C)C.[NH4+].[Cl-]. Given the product [I:3][C:4]1[N:5]=[C:6]([C@@H:10]2[CH2:14][C@H:13]([CH3:15])[CH2:12][N:11]2[C:16]([O:18][C:19]([CH3:20])([CH3:22])[CH3:21])=[O:17])[NH:7][CH:8]=1, predict the reactants needed to synthesize it. (2) Given the product [C:1]([O:5][C@@H:6]([C:11]1[C:26]([CH3:27])=[CH:25][C:14]2[N:15]=[C:16]([C:18]3[CH:23]=[CH:22][N:21]=[C:20]([N:15]4[CH2:45][CH2:44][N:19]([CH2:39][CH3:40])[CH2:18][CH2:16]4)[N:19]=3)[S:17][C:13]=2[C:12]=1[C:28]1[CH:29]=[CH:30][C:31]([Cl:34])=[CH:32][CH:33]=1)[C:7]([OH:9])=[O:8])([CH3:4])([CH3:2])[CH3:3], predict the reactants needed to synthesize it. The reactants are: [C:1]([O:5][C@@H:6]([C:11]1[C:26]([CH3:27])=[CH:25][C:14]2[N:15]=[C:16]([C:18]3[CH:23]=[CH:22][N:21]=[C:20](Cl)[N:19]=3)[S:17][C:13]=2[C:12]=1[C:28]1[CH:33]=[CH:32][C:31]([Cl:34])=[CH:30][CH:29]=1)[C:7]([O:9]C)=[O:8])([CH3:4])([CH3:3])[CH3:2].O1[CH2:40][CH2:39]OCC1.O.[OH-].[Na+].[CH2:44](O)[CH3:45]. (3) Given the product [CH3:1][O:2][CH2:3][CH2:4][O:5][C:6]1[C:11]([N+:12]([O-:14])=[O:13])=[C:10]([O:24][CH2:23][C:22]([F:26])([F:25])[F:21])[CH:9]=[C:8]([CH3:18])[N:7]=1, predict the reactants needed to synthesize it. The reactants are: [CH3:1][O:2][CH2:3][CH2:4][O:5][C:6]1[C:11]([N+:12]([O-:14])=[O:13])=[C:10](S(C)=O)[CH:9]=[C:8]([CH3:18])[N:7]=1.[H-].[Na+].[F:21][C:22]([F:26])([F:25])[CH2:23][OH:24]. (4) Given the product [C:6]([O:10][C:11](=[O:19])[NH:12][CH:13]1[CH2:18][CH2:17][N:16]([CH:3]([CH3:4])[CH2:2][C:1]#[N:5])[CH2:15][CH2:14]1)([CH3:9])([CH3:7])[CH3:8], predict the reactants needed to synthesize it. The reactants are: [C:1](#[N:5])/[CH:2]=[CH:3]/[CH3:4].[C:6]([O:10][C:11](=[O:19])[NH:12][CH:13]1[CH2:18][CH2:17][NH:16][CH2:15][CH2:14]1)([CH3:9])([CH3:8])[CH3:7]. (5) Given the product [Cl:18][C:15]1[CH:16]=[CH:17][C:12]([C:11]2[C:6]3[N:7]([C:3]([CH2:2][OH:44])=[N:4][N:5]=3)[N:8]([CH2:28][C:29]3[C:30]([CH3:39])=[N:31][C:32]([C:35]([F:38])([F:37])[F:36])=[CH:33][CH:34]=3)[C:9](=[O:27])[C:10]=2[C:19]2[CH:26]=[CH:25][C:22]([C:23]#[N:24])=[CH:21][CH:20]=2)=[CH:13][CH:14]=1, predict the reactants needed to synthesize it. The reactants are: Cl[CH2:2][C:3]1[N:7]2[N:8]([CH2:28][C:29]3[C:30]([CH3:39])=[N:31][C:32]([C:35]([F:38])([F:37])[F:36])=[CH:33][CH:34]=3)[C:9](=[O:27])[C:10]([C:19]3[CH:26]=[CH:25][C:22]([C:23]#[N:24])=[CH:21][CH:20]=3)=[C:11]([C:12]3[CH:17]=[CH:16][C:15]([Cl:18])=[CH:14][CH:13]=3)[C:6]2=[N:5][N:4]=1.[I-].[Na+].CC(C)=[O:44].O.